The task is: Predict the reactants needed to synthesize the given product.. This data is from Full USPTO retrosynthesis dataset with 1.9M reactions from patents (1976-2016). (1) Given the product [CH:15]1([C:2]2[CH:12]=[CH:11][C:5]([C:6]([OH:8])=[O:7])=[CH:4][C:3]=2[F:13])[CH2:17][CH2:16]1, predict the reactants needed to synthesize it. The reactants are: Br[C:2]1[CH:12]=[CH:11][C:5]([C:6]([O:8]CC)=[O:7])=[CH:4][C:3]=1[F:13].O.[CH:15]1(B(O)O)[CH2:17][CH2:16]1.P([O-])([O-])([O-])=O.[K+].[K+].[K+].C1(C)C=CC=CC=1. (2) Given the product [OH:28][C:4]1[CH:3]=[CH:2][CH:1]=[CH:6][C:5]=1[C:7]1[O:27][C:26]2[CH:25]=[CH:24][CH:23]=[CH:22][C:21]=2[C:9](=[O:32])[N:8]=1, predict the reactants needed to synthesize it. The reactants are: [CH:1]1[CH:2]=[CH:3][C:4]([OH:28])=[C:5]([C:7]2[N:8]=[C:9]([C:21]3[CH:22]=[CH:23][CH:24]=[CH:25][C:26]=3[OH:27])N(C3C=CC(C(O)=O)=CC=3)N=2)[CH:6]=1.C(Cl)(=O)C1C(=CC=CC=1)[OH:32].C(N)(=O)C1C(=CC=CC=1)O.